Dataset: Peptide-MHC class I binding affinity with 185,985 pairs from IEDB/IMGT. Task: Regression. Given a peptide amino acid sequence and an MHC pseudo amino acid sequence, predict their binding affinity value. This is MHC class I binding data. (1) The peptide sequence is LLACAGLAY. The MHC is HLA-A31:01 with pseudo-sequence HLA-A31:01. The binding affinity (normalized) is 0.149. (2) The MHC is HLA-A11:01 with pseudo-sequence HLA-A11:01. The peptide sequence is PIRVCLLPR. The binding affinity (normalized) is 0.0350. (3) The peptide sequence is RFSLGMLQGR. The MHC is HLA-A31:01 with pseudo-sequence HLA-A31:01. The binding affinity (normalized) is 0.657.